From a dataset of hERG potassium channel inhibition data for cardiac toxicity prediction from Karim et al.. Regression/Classification. Given a drug SMILES string, predict its toxicity properties. Task type varies by dataset: regression for continuous values (e.g., LD50, hERG inhibition percentage) or binary classification for toxic/non-toxic outcomes (e.g., AMES mutagenicity, cardiotoxicity, hepatotoxicity). Dataset: herg_karim. (1) The molecule is Cc1nnc2ccc(N3CC[C@H](c4cc(F)c(F)cc4F)[C@@H]([NH3+])C3)nn12. The result is 0 (non-blocker). (2) The drug is CN(C)c1ccc(Nc2nc(N)n(C(=O)c3c(F)cccc3F)n2)cc1. The result is 0 (non-blocker). (3) The drug is O=C(CC1CCN(Cc2ccn(-c3ccc(C(F)(F)F)cc3)c2)CC1)N1CCCC(C(=O)N2CCCC2)C1. The result is 0 (non-blocker).